This data is from Full USPTO retrosynthesis dataset with 1.9M reactions from patents (1976-2016). The task is: Predict the reactants needed to synthesize the given product. Given the product [ClH:11].[CH3:3][C:2]1[C:17]2[C:12](=[CH:13][CH:14]=[CH:15][CH:16]=2)[NH:18][C:1]=1[C:5]1[CH:6]=[N:7][CH:8]=[CH:9][CH:10]=1, predict the reactants needed to synthesize it. The reactants are: [C:1]([C:5]1[CH:6]=[N:7][CH:8]=[CH:9][CH:10]=1)(=O)[CH2:2][CH3:3].[ClH:11].[C:12]1([NH:18]N)[CH:17]=[CH:16][CH:15]=[CH:14][CH:13]=1.Cl.